This data is from Reaction yield outcomes from USPTO patents with 853,638 reactions. The task is: Predict the reaction yield, written as a fraction of the theoretical maximum amount of product (1.0 means a 100% yield; for example, 0.34 means a 34% yield). The reactants are [OH:1][C:2]1([CH2:9][N:10]2[CH2:15][CH2:14][C:13]3[NH:16][C:17]([CH:20]=O)=[C:18]([CH3:19])[C:12]=3[C:11]2=[O:22])[CH2:7][CH2:6][N:5]([CH3:8])[CH2:4][CH2:3]1.[F:23][C:24]1[CH:25]=[C:26]2[C:30](=[CH:31][CH:32]=1)[NH:29][C:28](=[O:33])[CH2:27]2. No catalyst specified. The product is [F:23][C:24]1[CH:25]=[C:26]2[C:30](=[CH:31][CH:32]=1)[NH:29][C:28](=[O:33])[C:27]2=[CH:20][C:17]1[NH:16][C:13]2[CH2:14][CH2:15][N:10]([CH2:9][C:2]3([OH:1])[CH2:7][CH2:6][N:5]([CH3:8])[CH2:4][CH2:3]3)[C:11](=[O:22])[C:12]=2[C:18]=1[CH3:19]. The yield is 0.380.